This data is from Forward reaction prediction with 1.9M reactions from USPTO patents (1976-2016). The task is: Predict the product of the given reaction. (1) Given the reactants [CH2:1]([N:8](C)[CH:9]1[CH2:14][CH2:13][CH:12]([NH:15][C:16]([C:18]2[CH:23]=[CH:22][C:21]([C:24]3[CH:29]=[CH:28][C:27]([CH2:30][C@H:31]([NH:46][C:47]([C@H:49]4[CH2:54][CH2:53][C@H:52]([CH2:55][NH:56][C:57](=[O:63])[O:58][C:59]([CH3:62])([CH3:61])[CH3:60])[CH2:51][CH2:50]4)=[O:48])[C:32](=[O:45])[NH:33][C:34]4[CH:39]=[CH:38][C:37]([C:40]5[NH:44][N:43]=[N:42][N:41]=5)=[CH:36][CH:35]=4)=[CH:26][CH:25]=3)=[C:20]([CH3:64])[CH:19]=2)=[O:17])[CH2:11][CH2:10]1)C1C=CC=CC=1, predict the reaction product. The product is: [CH3:64][C:20]1[CH:19]=[C:18]([C:16](=[O:17])[NH:15][CH:12]2[CH2:11][CH2:10][CH:9]([NH:8][CH3:1])[CH2:14][CH2:13]2)[CH:23]=[CH:22][C:21]=1[C:24]1[CH:25]=[CH:26][C:27]([CH2:30][C@H:31]([NH:46][C:47]([C@H:49]2[CH2:50][CH2:51][C@H:52]([CH2:55][NH:56][C:57](=[O:63])[O:58][C:59]([CH3:61])([CH3:60])[CH3:62])[CH2:53][CH2:54]2)=[O:48])[C:32](=[O:45])[NH:33][C:34]2[CH:39]=[CH:38][C:37]([C:40]3[NH:41][N:42]=[N:43][N:44]=3)=[CH:36][CH:35]=2)=[CH:28][CH:29]=1. (2) Given the reactants C([O:3][C:4]([C:6]1([CH3:27])[CH2:11][CH2:10][CH2:9][N:8]([CH2:12][C:13]2[CH:18]=[CH:17][CH:16]=[C:15]([O:19][C:20]3[CH:25]=[CH:24][CH:23]=[CH:22][CH:21]=3)[CH:14]=2)[C:7]1=[O:26])=[O:5])C.CO.O.O.[OH-].[Li+], predict the reaction product. The product is: [CH3:27][C:6]1([C:4]([OH:5])=[O:3])[CH2:11][CH2:10][CH2:9][N:8]([CH2:12][C:13]2[CH:18]=[CH:17][CH:16]=[C:15]([O:19][C:20]3[CH:21]=[CH:22][CH:23]=[CH:24][CH:25]=3)[CH:14]=2)[C:7]1=[O:26]. (3) Given the reactants N1C=CC=N1.C(OC(C1C(C)=C(N)N([C:18]2[CH:23]=[CH:22][CH:21]=[CH:20][N:19]=2)N=1)=O)C.C(OC(=O)C(=O)C(C#N)C)C.Cl.Cl.N([C:39]1[CH:44]=[CH:43][CH:42]=[CH:41][N:40]=1)N.NC1N(C(OC(C)(C)C)=O)N=C(C(OC)=O)C=1.O=[C:63]1NC2C=CC=CC=2C(C2C=CC=CC=2)=N[CH:64]1[NH:80][C:81]([C:83]1[C:87]([CH3:88])=[C:86]([NH:89][C:90](=[O:98])[C:91]2[CH:96]=[CH:95][CH:94]=[CH:93][C:92]=2[Cl:97])[N:85]([C:99]2[CH:104]=[CH:103][CH:102]=[CH:101][N:100]=2)[N:84]=1)=[O:82], predict the reaction product. The product is: [N:40]1([C:22]2[CH:23]=[CH:18][N:19]=[CH:20][CH:21]=2)[CH2:41][CH2:42][CH:43]([CH2:63][CH2:64][NH:80][C:81]([C:83]2[C:87]([CH3:88])=[C:86]([NH:89][C:90](=[O:98])[C:91]3[CH:96]=[CH:95][CH:94]=[CH:93][C:92]=3[Cl:97])[N:85]([C:99]3[CH:104]=[CH:103][CH:102]=[CH:101][N:100]=3)[N:84]=2)=[O:82])[CH2:44][CH2:39]1. (4) The product is: [C:1]([O:5][C:6]([N:8]1[CH2:13][CH2:12][N:11]([CH2:14][C:15]2[CH2:20][C:19]([CH3:22])([CH3:21])[CH2:18][CH2:17][C:16]=2[C:28]2[CH:29]=[CH:30][C:25]([Cl:24])=[CH:26][CH:27]=2)[CH2:10][CH2:9]1)=[O:7])([CH3:4])([CH3:3])[CH3:2]. Given the reactants [C:1]([O:5][C:6]([N:8]1[CH2:13][CH2:12][N:11]([CH2:14][C:15]2[CH2:20][C:19]([CH3:22])([CH3:21])[CH2:18][CH2:17][C:16]=2Br)[CH2:10][CH2:9]1)=[O:7])([CH3:4])([CH3:3])[CH3:2].[Cl:24][C:25]1[CH:30]=[CH:29][C:28](B(O)O)=[CH:27][CH:26]=1.C([O-])([O-])=O.[Na+].[Na+], predict the reaction product. (5) The product is: [CH2:8]([C:5]1[CH:6]=[CH:7][C:2]([C:27]([C:17]2[C:26]3[C:21](=[CH:22][CH:23]=[CH:24][CH:25]=3)[CH:20]=[CH:19][N:18]=2)=[O:30])=[CH:3][CH:4]=1)[CH2:9][CH2:10][CH3:11]. Given the reactants Br[C:2]1[CH:7]=[CH:6][C:5]([CH2:8][CH2:9][CH2:10][CH3:11])=[CH:4][CH:3]=1.[Mg].BrCCBr.[C:17]1([C:27]#N)[C:26]2[C:21](=[CH:22][CH:23]=[CH:24][CH:25]=2)[CH:20]=[CH:19][N:18]=1.Cl.[OH-:30].[Na+], predict the reaction product. (6) Given the reactants [Cl:1][C:2]1[CH:3]=[C:4]([NH:9][C:10]([C:12]2[CH:16]=[C:15]([C:17]3[N:18]=[C:19]([NH:22][CH3:23])[S:20][CH:21]=3)[O:14][N:13]=2)=O)[CH:5]=[CH:6][C:7]=1[F:8].P(Cl)(Cl)(Cl)(Cl)Cl.[NH2:30][OH:31], predict the reaction product. The product is: [Cl:1][C:2]1[CH:3]=[C:4]([NH:9][C:10]([C:12]2[CH:16]=[C:15]([C:17]3[N:18]=[C:19]([NH:22][CH3:23])[S:20][CH:21]=3)[O:14][N:13]=2)=[N:30][OH:31])[CH:5]=[CH:6][C:7]=1[F:8]. (7) Given the reactants [C:1]([C:3]1[C:4]([CH:19]([C:32]2[CH:41]=[CH:40][C:39]3[C:34](=[CH:35][CH:36]=[CH:37][CH:38]=3)[CH:33]=2)[CH2:20][N:21]2C(=O)C3C(=CC=CC=3)C2=O)=[C:5]([C:14](OCC)=[O:15])[S:6][C:7]=1[N:8]1[CH2:13][CH2:12][O:11][CH2:10][CH2:9]1)#[N:2].NN, predict the reaction product. The product is: [N:8]1([C:7]2[S:6][C:5]3[C:14](=[O:15])[NH:21][CH2:20][CH:19]([C:32]4[CH:41]=[CH:40][C:39]5[C:34](=[CH:35][CH:36]=[CH:37][CH:38]=5)[CH:33]=4)[C:4]=3[C:3]=2[C:1]#[N:2])[CH2:13][CH2:12][O:11][CH2:10][CH2:9]1. (8) Given the reactants [NH2:1][C:2]1[C:11]2[C:6](=[CH:7][CH:8]=[CH:9][C:10]=2[O:12][CH2:13][C@@H:14]([NH2:18])[CH:15]([CH3:17])[CH3:16])[N:5]=[C:4]([CH3:19])[C:3]=1[C:20]([O:22][CH2:23][CH3:24])=[O:21].[OH:25][C:26]1[CH:27]=[C:28]([CH:32]=[C:33]([OH:35])[CH:34]=1)[C:29](O)=[O:30], predict the reaction product. The product is: [NH2:1][C:2]1[C:11]2[C:6](=[CH:7][CH:8]=[CH:9][C:10]=2[O:12][CH2:13][C@@H:14]([NH:18][C:29](=[O:30])[C:28]2[CH:27]=[C:26]([OH:25])[CH:34]=[C:33]([OH:35])[CH:32]=2)[CH:15]([CH3:17])[CH3:16])[N:5]=[C:4]([CH3:19])[C:3]=1[C:20]([O:22][CH2:23][CH3:24])=[O:21].